Dataset: Forward reaction prediction with 1.9M reactions from USPTO patents (1976-2016). Task: Predict the product of the given reaction. Given the reactants [C:1]([CH2:3][C@@:4]1([C:30](OC)=[O:31])[CH2:8][CH2:7][C@H:6]([C:9]2[CH:14]=[CH:13][CH:12]=[C:11]([O:15]CC3C=CC=CC=3)[CH:10]=2)[N:5]1[C:23]([O:25][C:26]([CH3:29])([CH3:28])[CH3:27])=[O:24])#[N:2], predict the reaction product. The product is: [OH:15][C:11]1[CH:10]=[C:9]([C@H:6]2[CH2:7][CH2:8][C@:4]3([CH2:3][CH2:1][NH:2][C:30]3=[O:31])[N:5]2[C:23]([O:25][C:26]([CH3:28])([CH3:27])[CH3:29])=[O:24])[CH:14]=[CH:13][CH:12]=1.